This data is from Catalyst prediction with 721,799 reactions and 888 catalyst types from USPTO. The task is: Predict which catalyst facilitates the given reaction. (1) Reactant: [Cl:1][C:2]1[N:10]=[C:9]2[C:5]([N:6]=[CH:7][N:8]2[CH:11]2[CH2:15][CH2:14][CH2:13][CH2:12]2)=[C:4](Cl)[N:3]=1.[F:17][C:18]1[CH:19]=[C:20]([CH:22]=[CH:23][CH:24]=1)[NH2:21]. Product: [Cl:1][C:2]1[N:10]=[C:9]2[C:5]([N:6]=[CH:7][N:8]2[CH:11]2[CH2:15][CH2:14][CH2:13][CH2:12]2)=[C:4]([NH:21][C:20]2[CH:22]=[CH:23][CH:24]=[C:18]([F:17])[CH:19]=2)[N:3]=1. The catalyst class is: 66. (2) Reactant: Br[C:2]1[CH:3]=[C:4]([CH:8]2[C:17]([CH3:19])([CH3:18])[CH2:16][C:15]3[C:10](=[CH:11][CH:12]=[C:13]([C:20]([OH:22])=[O:21])[CH:14]=3)[NH:9]2)[CH:5]=[CH:6][CH:7]=1.[NH:23]1[CH2:27][CH2:26][NH:25][C:24]1=[O:28].Cl.CN(C)CC(O)=O.C(=O)([O-])[O-].[K+].[K+]. Product: [CH3:18][C:17]1([CH3:19])[CH2:16][C:15]2[C:10](=[CH:11][CH:12]=[C:13]([C:20]([OH:22])=[O:21])[CH:14]=2)[NH:9][CH:8]1[C:4]1[CH:5]=[CH:6][CH:7]=[C:2]([N:23]2[CH2:27][CH2:26][NH:25][C:24]2=[O:28])[CH:3]=1. The catalyst class is: 156. (3) Reactant: [C:1]([O:5][C:6](=[O:12])[NH:7][CH2:8][CH2:9][CH2:10][NH2:11])([CH3:4])([CH3:3])[CH3:2].[N:13]([C:16]1[CH:17]=[C:18]([B:22]2[O:26][C:25]([CH3:28])([CH3:27])[C:24]([CH3:30])([CH3:29])[O:23]2)[CH:19]=[CH:20][CH:21]=1)=[C:14]=[O:15]. Product: [C:1]([O:5][C:6](=[O:12])[NH:7][CH2:8][CH2:9][CH2:10][NH:11][C:14]([NH:13][C:16]1[CH:21]=[CH:20][CH:19]=[C:18]([B:22]2[O:26][C:25]([CH3:28])([CH3:27])[C:24]([CH3:30])([CH3:29])[O:23]2)[CH:17]=1)=[O:15])([CH3:4])([CH3:2])[CH3:3]. The catalyst class is: 1. (4) Reactant: [N+:1]([C:4]1[CH:5]=[C:6]([CH2:10][C:11]([OH:13])=[O:12])[CH:7]=[CH:8][CH:9]=1)([O-:3])=[O:2].C(N(CC)CC)C.ClC(O[CH2:25][C:26]1[CH:31]=[CH:30][CH:29]=[CH:28][CH:27]=1)=O. Product: [N+:1]([C:4]1[CH:5]=[C:6]([CH2:10][C:11]([O:13][CH2:25][C:26]2[CH:31]=[CH:30][CH:29]=[CH:28][CH:27]=2)=[O:12])[CH:7]=[CH:8][CH:9]=1)([O-:3])=[O:2]. The catalyst class is: 79. (5) Reactant: [CH2:1]([CH:3]1[C:7]2[C:8]([O:12][C:13]3[N:18]=[CH:17][C:16]([NH:19][C:20](=[O:25])[C:21]([CH3:24])([CH3:23])[NH2:22])=[CH:15][CH:14]=3)=[CH:9][CH:10]=[CH:11][C:6]=2[CH2:5][O:4]1)[CH3:2].Cl[C:27](Cl)([O:29][C:30](=O)[O:31][C:32](Cl)(Cl)Cl)Cl. Product: [CH2:1]([CH:3]1[C:7]2[C:8]([O:12][C:13]3[N:18]=[CH:17][C:16]([N:19]4[C:20](=[O:25])[C:21]([CH3:24])([CH3:23])[NH:22][C:27]4=[O:29])=[CH:15][CH:14]=3)=[CH:9][CH:10]=[CH:11][C:6]=2[CH2:5][O:4]1)[CH3:2].[CH3:5][O:4][C:3]1[CH:7]=[CH:6][CH:11]=[C:32]([O:31][CH2:30][O:29][CH3:27])[CH:1]=1. The catalyst class is: 4. (6) Reactant: Cl.[I:2][C:3]1[C:8]([O:9]C2CCCCO2)=[CH:7][N:6]=[C:5]([O:16][CH3:17])[CH:4]=1. Product: [I:2][C:3]1[CH:4]=[C:5]([O:16][CH3:17])[N:6]=[CH:7][C:8]=1[OH:9]. The catalyst class is: 38.